From a dataset of Full USPTO retrosynthesis dataset with 1.9M reactions from patents (1976-2016). Predict the reactants needed to synthesize the given product. (1) Given the product [CH3:17][O:16][C:10]1[CH:9]=[C:8]2[C:13]([CH2:14][CH2:15][CH:6]([CH2:5][C:4]([OH:3])=[O:18])[CH2:7]2)=[CH:12][C:11]=1[S:94][CH2:93][C:92]1[S:91][C:90]([C:107]2[CH:108]=[CH:109][C:110]([C:113]([F:116])([F:115])[F:114])=[CH:111][CH:112]=2)=[N:89][C:88]=1[CH3:87], predict the reactants needed to synthesize it. The reactants are: C([O:3][C:4](=[O:18])[CH2:5][CH:6]1[CH2:15][CH2:14][C:13]2[C:8](=[CH:9][C:10]([O:16][CH3:17])=[CH:11][CH:12]=2)[CH2:7]1)C.C(OC(=O)CC1CCC2C(=CC(OC)=C(S(Cl)(=O)=O)C=2)C1)C.COC(C1CC2C(=CC=C(C)C=2)C1)=O.COC(=O)CC1CCC2C(=CC(OC)=C(S)C=2)C1.COC(C1CC2C(=CC=C(S)C=2)C1)=O.[CH3:87][C:88]1[N:89]=[C:90]([C:107]2[CH:112]=[CH:111][C:110]([C:113]([F:116])([F:115])[F:114])=[CH:109][CH:108]=2)[S:91][C:92]=1[CH2:93][S:94]C1C=C2C(=CC=1)CC(C(O)=O)C2. (2) Given the product [O:1]1[CH:5]=[CH:4][C:3]([C:6]([N:8]2[CH2:12][CH2:11][CH2:10][C@H:9]2[C:13]2[O:15][N:16]=[C:17]([C:18]3[CH:23]=[CH:22][CH:21]=[CH:20][CH:19]=3)[N:24]=2)=[O:7])=[CH:2]1, predict the reactants needed to synthesize it. The reactants are: [O:1]1[CH:5]=[CH:4][C:3]([C:6]([N:8]2[CH2:12][CH2:11][CH2:10][C@H:9]2[C:13]([O:15][NH:16][C:17](=[NH:24])[C:18]2[CH:23]=[CH:22][CH:21]=[CH:20][CH:19]=2)=O)=[O:7])=[CH:2]1. (3) Given the product [CH2:1]([O:3][C:4]([CH:6]1[CH:11]([CH3:12])[O:10][CH2:9][CH2:8][N:7]1[CH2:14][C:15]1[CH:16]=[CH:17][CH:18]=[CH:19][CH:20]=1)=[O:5])[CH3:2], predict the reactants needed to synthesize it. The reactants are: [CH2:1]([O:3][C:4]([CH:6]1[CH:11]([CH3:12])[O:10][CH2:9][C:8](=O)[N:7]1[CH2:14][C:15]1[CH:20]=[CH:19][CH:18]=[CH:17][CH:16]=1)=[O:5])[CH3:2].CO. (4) Given the product [C:33]([C:30]1[CH:31]=[CH:32][C:27]([NH:24][C:25]([NH:1][C:2]2[CH:3]=[C:4]([CH:21]=[CH:22][CH:23]=2)[O:5][C:6]2[CH:18]=[CH:17][C:9]3[N:10]=[C:11]([NH:13][C:14](=[O:16])[CH3:15])[S:12][C:8]=3[C:7]=2[C:19]#[N:20])=[O:26])=[CH:28][CH:29]=1)([CH3:36])([CH3:34])[CH3:35], predict the reactants needed to synthesize it. The reactants are: [NH2:1][C:2]1[CH:3]=[C:4]([CH:21]=[CH:22][CH:23]=1)[O:5][C:6]1[CH:18]=[CH:17][C:9]2[N:10]=[C:11]([NH:13][C:14](=[O:16])[CH3:15])[S:12][C:8]=2[C:7]=1[C:19]#[N:20].[N:24]([C:27]1[CH:32]=[CH:31][C:30]([C:33]([CH3:36])([CH3:35])[CH3:34])=[CH:29][CH:28]=1)=[C:25]=[O:26]. (5) Given the product [Cl:1][C:2]1[N:10]=[CH:9][C:8]([CH2:11][CH3:12])=[CH:7][C:3]=1[C:4]([NH:28][C:26](=[NH:27])[CH2:25][O:24][CH2:23][CH2:22][C:17]1[CH:18]=[CH:19][C:20]([F:21])=[C:15]([Cl:14])[CH:16]=1)=[O:6], predict the reactants needed to synthesize it. The reactants are: [Cl:1][C:2]1[N:10]=[CH:9][C:8]([CH2:11][CH3:12])=[CH:7][C:3]=1[C:4]([OH:6])=O.Cl.[Cl:14][C:15]1[CH:16]=[C:17]([CH2:22][CH2:23][O:24][CH2:25][C:26]([NH2:28])=[NH:27])[CH:18]=[CH:19][C:20]=1[F:21].CN(C(ON1N=NC2C=CC=CC1=2)=[N+](C)C)C.[B-](F)(F)(F)F.CCN(C(C)C)C(C)C. (6) Given the product [Cl:1][C:2]1[N:7]=[CH:6][C:5]([C:8]2[CH:9]=[CH:10][C:11]3[N:12]([CH:14]=[C:15]([NH:17][C:18](=[O:20])[CH3:19])[N:16]=3)[N:13]=2)=[CH:4][C:3]=1[NH:21][S:22]([N:69]1[CH2:74][CH2:73][O:72][CH2:71][CH2:70]1)(=[O:23])=[O:24], predict the reactants needed to synthesize it. The reactants are: [Cl:1][C:2]1[N:7]=[CH:6][C:5]([C:8]2[CH:9]=[CH:10][C:11]3[N:12]([CH:14]=[C:15]([NH:17][C:18](=[O:20])[CH3:19])[N:16]=3)[N:13]=2)=[CH:4][C:3]=1[NH:21][S:22](C1C=CC(C(O)(C)C)=CC=1)(=[O:24])=[O:23].CC1(C)C(C)(C)OB(C2C=CC3N(C=C(NC(=O)C)N=3)N=2)O1.BrC1C=C(NS([N:69]2[CH2:74][CH2:73][O:72][CH2:71][CH2:70]2)(=O)=O)C(Cl)=NC=1. (7) Given the product [CH2:41]([C:23]1[CH:24]=[C:25]([C:36]2[NH:37][N:38]=[N:39][CH:40]=2)[C:26]([OH:28])=[CH:27][C:22]=1[O:21][CH2:20][CH2:19][CH2:18][O:17][C:13]1[C:12]([CH2:43][CH2:44][CH3:45])=[C:11]([CH:16]=[CH:15][CH:14]=1)[O:10][C:5]1[CH:6]=[CH:7][CH:8]=[CH:9][C:4]=1[C:3]([OH:46])=[O:2])[CH3:42], predict the reactants needed to synthesize it. The reactants are: C[O:2][C:3](=[O:46])[C:4]1[CH:9]=[CH:8][CH:7]=[CH:6][C:5]=1[O:10][C:11]1[CH:16]=[CH:15][CH:14]=[C:13]([O:17][CH2:18][CH2:19][CH2:20][O:21][C:22]2[CH:27]=[C:26]([O:28]CC3C=CC=CC=3)[C:25]([C:36]3[NH:37][N:38]=[N:39][CH:40]=3)=[CH:24][C:23]=2[CH2:41][CH3:42])[C:12]=1[CH2:43][CH2:44][CH3:45].B(F)(F)F.CCOCC. (8) Given the product [Br:12][CH2:11][C:10]1[CH:9]=[CH:8][C:4]([C:5]([OH:7])=[O:6])=[CH:3][C:2]=1[F:1], predict the reactants needed to synthesize it. The reactants are: [F:1][C:2]1[CH:3]=[C:4]([CH:8]=[CH:9][C:10]=1[CH3:11])[C:5]([OH:7])=[O:6].[Br:12]N1C(=O)CCC1=O. (9) Given the product [Cl:1][C:2]1[CH:3]=[CH:4][C:5]([NH:18][CH2:19][CH:20]2[CH2:25][CH2:24][N:23]([CH:27]([CH2:29][CH3:30])[CH3:26])[CH2:22][CH2:21]2)=[C:6]([CH:17]=1)[C:7]([NH:9][C:10]1[CH:15]=[CH:14][C:13]([CH3:16])=[CH:12][N:11]=1)=[O:8], predict the reactants needed to synthesize it. The reactants are: [Cl:1][C:2]1[CH:3]=[CH:4][C:5]([NH:18][CH2:19][CH:20]2[CH2:25][CH2:24][NH:23][CH2:22][CH2:21]2)=[C:6]([CH:17]=1)[C:7]([NH:9][C:10]1[CH:15]=[CH:14][C:13]([CH3:16])=[CH:12][N:11]=1)=[O:8].[CH3:26][C:27]([CH2:29][CH3:30])=O.C([BH3-])#N.[Na+].